Dataset: Catalyst prediction with 721,799 reactions and 888 catalyst types from USPTO. Task: Predict which catalyst facilitates the given reaction. (1) Reactant: [CH2:1]([O:8][C:9]([NH:11][CH2:12][CH:13]1[CH2:18][CH2:17][CH:16]([C:19]([OH:21])=O)[CH2:15][CH2:14]1)=[O:10])[C:2]1[CH:7]=[CH:6][CH:5]=[CH:4][CH:3]=1.CN(C(ON1N=[N:37][C:32]2[CH:33]=[CH:34][CH:35]=[CH:36][C:31]1=2)=[N+](C)C)C.[B-](F)(F)(F)F.C1C=CC2N([OH:53])N=NC=2C=1.C(N(CC)CC)C.CN([CH:64]=[O:65])C. Product: [CH2:1]([O:8][C:9]([NH:11][CH2:12][CH:13]1[CH2:14][CH2:15][CH:16]([C:19]([NH:37][C@H:32]([C:31]([O:65][CH3:64])=[O:53])[CH2:33][CH2:34][CH2:35][CH3:36])=[O:21])[CH2:17][CH2:18]1)=[O:10])[C:2]1[CH:3]=[CH:4][CH:5]=[CH:6][CH:7]=1. The catalyst class is: 6. (2) Reactant: ClC(OC(C)C)=O.[CH2:8]([O:10][C:11]([C:13]1[CH:14]=[CH:15][C:16]2[S:21][CH:20]([CH2:22][CH2:23][CH2:24][C:25]3[CH:30]=[CH:29][C:28]([O:31][CH3:32])=[CH:27][CH:26]=3)[C:19](=[O:33])[N:18]([CH2:34][C:35]([OH:37])=O)[C:17]=2[CH:38]=1)=[O:12])[CH3:9].CN1CCOCC1.C[Si](C)(C)[O:48][NH2:49].Cl. Product: [OH:48][NH:49][C:35](=[O:37])[CH2:34][N:18]1[C:17]2[CH:38]=[C:13]([C:11]([O:10][CH2:8][CH3:9])=[O:12])[CH:14]=[CH:15][C:16]=2[S:21][CH:20]([CH2:22][CH2:23][CH2:24][C:25]2[CH:26]=[CH:27][C:28]([O:31][CH3:32])=[CH:29][CH:30]=2)[C:19]1=[O:33]. The catalyst class is: 7.